Regression. Given two drug SMILES strings and cell line genomic features, predict the synergy score measuring deviation from expected non-interaction effect. From a dataset of NCI-60 drug combinations with 297,098 pairs across 59 cell lines. (1) Drug 1: C1CCC(C(C1)N)N.C(=O)(C(=O)[O-])[O-].[Pt+4]. Drug 2: C(CN)CNCCSP(=O)(O)O. Cell line: UACC-257. Synergy scores: CSS=11.4, Synergy_ZIP=-3.86, Synergy_Bliss=-1.70, Synergy_Loewe=-2.81, Synergy_HSA=-1.32. (2) Drug 1: COC1=NC(=NC2=C1N=CN2C3C(C(C(O3)CO)O)O)N. Drug 2: CC1CCC2CC(C(=CC=CC=CC(CC(C(=O)C(C(C(=CC(C(=O)CC(OC(=O)C3CCCCN3C(=O)C(=O)C1(O2)O)C(C)CC4CCC(C(C4)OC)O)C)C)O)OC)C)C)C)OC. Cell line: TK-10. Synergy scores: CSS=-4.56, Synergy_ZIP=-0.611, Synergy_Bliss=-5.40, Synergy_Loewe=-5.29, Synergy_HSA=-7.32. (3) Drug 1: COC1=CC(=CC(=C1O)OC)C2C3C(COC3=O)C(C4=CC5=C(C=C24)OCO5)OC6C(C(C7C(O6)COC(O7)C8=CC=CS8)O)O. Synergy scores: CSS=24.0, Synergy_ZIP=-0.381, Synergy_Bliss=1.40, Synergy_Loewe=-17.8, Synergy_HSA=3.02. Cell line: KM12. Drug 2: C1=NC2=C(N=C(N=C2N1C3C(C(C(O3)CO)O)O)F)N. (4) Drug 1: CC1CC2C3CCC4=CC(=O)C=CC4(C3(C(CC2(C1(C(=O)CO)O)C)O)F)C. Drug 2: CC1CC(C(C(C=C(C(C(C=CC=C(C(=O)NC2=CC(=O)C(=C(C1)C2=O)OC)C)OC)OC(=O)N)C)C)O)OC. Cell line: SW-620. Synergy scores: CSS=65.7, Synergy_ZIP=5.58, Synergy_Bliss=4.25, Synergy_Loewe=-36.7, Synergy_HSA=3.42.